Dataset: Forward reaction prediction with 1.9M reactions from USPTO patents (1976-2016). Task: Predict the product of the given reaction. (1) The product is: [Br:1][C:2]1[CH:7]=[C:6]([C:8]2([CH:11]=[O:25])[CH2:10][CH2:9]2)[CH:5]=[CH:4][N:3]=1. Given the reactants [Br:1][C:2]1[CH:7]=[C:6]([C:8]2([C:11]#N)[CH2:10][CH2:9]2)[CH:5]=[CH:4][N:3]=1.[H-].C([Al+]CC(C)C)C(C)C.CC[O:25]C(C)=O.OS(O)(=O)=O, predict the reaction product. (2) Given the reactants C(N1CCC(N(CC2OCCO2)[C:15]([C:17]2[NH:18][C:19]([CH3:23])=[C:20]([Cl:22])[CH:21]=2)=[O:16])CC1)C1C=CC=CC=1.[O:30]1[CH2:34][CH2:33][O:32][CH:31]1[CH2:35][NH:36][C@@H:37]1[CH2:42][CH2:41][N:40]([C:43]([O:45][C:46]([CH3:49])([CH3:48])[CH3:47])=[O:44])[CH2:39][C@@H:38]1[F:50], predict the reaction product. The product is: [Cl:22][C:20]1[CH:21]=[C:17]([C:15]([N:36]([CH2:35][CH:31]2[O:32][CH2:33][CH2:34][O:30]2)[C@@H:37]2[CH2:42][CH2:41][N:40]([C:43]([O:45][C:46]([CH3:47])([CH3:49])[CH3:48])=[O:44])[CH2:39][C@@H:38]2[F:50])=[O:16])[NH:18][C:19]=1[CH3:23]. (3) Given the reactants [Br:1][C:2]1[C:3]([NH:12][C:13]2[CH:14]=[C:15]3[C:19](=[CH:20][CH:21]=2)[NH:18][N:17]=[CH:16]3)=[C:4]2[CH:10]=[C:9](I)[NH:8][C:5]2=[N:6][CH:7]=1.C(=O)([O-])[O-].[K+].[K+].[C:28]([O:32][C:33]([N:35]1[CH2:40][CH:39]=[C:38](B2OC(C)(C)C(C)(C)O2)[CH2:37][CH2:36]1)=[O:34])([CH3:31])([CH3:30])[CH3:29], predict the reaction product. The product is: [C:28]([O:32][C:33]([N:35]1[CH2:36][CH:37]=[C:38]([C:9]2[NH:8][C:5]3=[N:6][CH:7]=[C:2]([Br:1])[C:3]([NH:12][C:13]4[CH:14]=[C:15]5[C:19](=[CH:20][CH:21]=4)[NH:18][N:17]=[CH:16]5)=[C:4]3[CH:10]=2)[CH2:39][CH2:40]1)=[O:34])([CH3:31])([CH3:29])[CH3:30]. (4) The product is: [CH:27]1([N:19]2[CH2:20][CH:21]([CH3:26])[C:22](=[O:25])[N:23]([CH3:24])[C:17]3[CH:16]=[N:15][C:14]([N:12]([CH3:13])[C:9]4[CH:10]=[CH:11][C:6]([C:5]([OH:36])=[O:4])=[CH:7][C:8]=4[O:34][CH3:35])=[N:33][C:18]2=3)[CH2:28][CH2:29][CH2:30][CH2:31][CH2:32]1. Given the reactants [OH-].[Na+].C[O:4][C:5](=[O:36])[C:6]1[CH:11]=[CH:10][C:9]([N:12]([C:14]2[N:15]=[CH:16][C:17]3[N:23]([CH3:24])[C:22](=[O:25])[CH:21]([CH3:26])[CH2:20][N:19]([CH:27]4[CH2:32][CH2:31][CH2:30][CH2:29][CH2:28]4)[C:18]=3[N:33]=2)[CH3:13])=[C:8]([O:34][CH3:35])[CH:7]=1.O1CCCC1, predict the reaction product.